From a dataset of Reaction yield outcomes from USPTO patents with 853,638 reactions. Predict the reaction yield, written as a fraction of the theoretical maximum amount of product (1.0 means a 100% yield; for example, 0.34 means a 34% yield). (1) The catalyst is C1COCC1. The reactants are [Br:1][C:2]1[CH:7]=[CH:6][CH:5]=[CH:4][C:3]=1[S:8](Cl)(=[O:10])=[O:9].C(N(CC)CC)C.[CH2:19]([NH:26][CH2:27][C:28]1[CH:33]=[CH:32][CH:31]=[CH:30][CH:29]=1)[C:20]1[CH:25]=[CH:24][CH:23]=[CH:22][CH:21]=1. The product is [CH2:27]([N:26]([CH2:19][C:20]1[CH:25]=[CH:24][CH:23]=[CH:22][CH:21]=1)[S:8]([C:3]1[CH:4]=[CH:5][CH:6]=[CH:7][C:2]=1[Br:1])(=[O:10])=[O:9])[C:28]1[CH:33]=[CH:32][CH:31]=[CH:30][CH:29]=1. The yield is 0.880. (2) The reactants are [CH3:1][C:2]([O:5][CH2:6][CH:7]=[N:8][OH:9])([CH3:4])[CH3:3].ClN1C(=O)CCC1=O.[C:18]([CH2:23][C:24]([O:26][CH3:27])=[O:25])(=O)[CH:19]([CH3:21])[CH3:20].C[O-].[Na+].CO. The catalyst is CN(C)C=O.O1CCCC1.CCOCC. The product is [CH3:1][C:2]([O:5][CH2:6][C:7]1[C:23]([C:24]([O:26][CH3:27])=[O:25])=[C:18]([CH:19]([CH3:21])[CH3:20])[O:9][N:8]=1)([CH3:4])[CH3:3]. The yield is 0.630. (3) The reactants are Cl.[NH2:2][CH2:3][C:4]([C:6]1[CH:11]=[CH:10][CH:9]=[CH:8][CH:7]=1)=[O:5].C(N(CC)CC)C.Cl[CH2:20][CH2:21][S:22](Cl)(=[O:24])=[O:23].Cl. The catalyst is ClCCl. The product is [CH:21]([S:22]([NH:2][CH2:3][C:4]([C:6]1[CH:11]=[CH:10][CH:9]=[CH:8][CH:7]=1)=[O:5])(=[O:24])=[O:23])=[CH2:20]. The yield is 0.320. (4) The reactants are C(OC(=O)[NH:7][C:8]1[CH:13]=[C:12]([N:14]([C:16]2[N:17]=[CH:18][C:19]3[N:24]=[C:23]([NH:25][C:26](=[O:28])[CH3:27])[S:22][C:20]=3[N:21]=2)[CH3:15])[CH:11]=[CH:10][C:9]=1[F:29])(C)(C)C.C1(OC)C=CC=CC=1. The catalyst is FC(F)(F)C(O)=O. The product is [NH2:7][C:8]1[CH:13]=[C:12]([N:14]([CH3:15])[C:16]2[N:17]=[CH:18][C:19]3[N:24]=[C:23]([NH:25][C:26](=[O:28])[CH3:27])[S:22][C:20]=3[N:21]=2)[CH:11]=[CH:10][C:9]=1[F:29]. The yield is 0.900. (5) The reactants are [CH2:1]([O:8][C:9](=[O:23])[NH:10][C@@H:11]1[CH2:19][CH2:18][CH2:17][C:16]2[N:15]([CH2:20][CH2:21][OH:22])[N:14]=[CH:13][C:12]1=2)[C:2]1[CH:7]=[CH:6][CH:5]=[CH:4][CH:3]=1.N1C=CC=CC=1.[CH3:30][S:31](Cl)(=[O:33])=[O:32]. The catalyst is ClCCl. The product is [CH2:1]([O:8][C:9]([NH:10][C@@H:11]1[CH2:19][CH2:18][CH2:17][C:16]2[N:15]([CH2:20][CH2:21][O:22][S:31]([CH3:30])(=[O:33])=[O:32])[N:14]=[CH:13][C:12]1=2)=[O:23])[C:2]1[CH:7]=[CH:6][CH:5]=[CH:4][CH:3]=1. The yield is 0.900. (6) The reactants are Br.[N+:2]([C:5]1[CH:10]=[CH:9][C:8]([CH2:11][C@@H:12]([C:14]2[N:15]=[C:16]([C:19]3[CH:24]=[CH:23][CH:22]=[CH:21][CH:20]=3)[S:17][CH:18]=2)[NH2:13])=[CH:7][CH:6]=1)([O-:4])=[O:3].C([O-])([O-])=O.[Ca+2].C(Cl)(Cl)(Cl)Cl.[C:35](Cl)(Cl)=[S:36]. The catalyst is O.C(Cl)Cl. The product is [N:13]([C@H:12]([C:14]1[N:15]=[C:16]([C:19]2[CH:20]=[CH:21][CH:22]=[CH:23][CH:24]=2)[S:17][CH:18]=1)[CH2:11][C:8]1[CH:7]=[CH:6][C:5]([N+:2]([O-:4])=[O:3])=[CH:10][CH:9]=1)=[C:35]=[S:36]. The yield is 0.730. (7) The reactants are [F:1][C:2]([F:21])([C:14]1[CH:19]=[CH:18][C:17]([F:20])=[CH:16][CH:15]=1)[CH2:3][CH2:4][S:5][C:6]1[N:7]=[CH:8][S:9][C:10]=1[C:11]([OH:13])=O.[B-](F)(F)(F)F.CN(C(ON1N=NC2C1=CC=CC=2)=[N+](C)C)C.CN1CCOCC1.[F:51][C:52]1[CH:59]=[CH:58][C:55]([CH2:56][NH2:57])=[CH:54][CH:53]=1. The catalyst is CN(C=O)C. The product is [F:21][C:2]([F:1])([C:14]1[CH:19]=[CH:18][C:17]([F:20])=[CH:16][CH:15]=1)[CH2:3][CH2:4][S:5][C:6]1[N:7]=[CH:8][S:9][C:10]=1[C:11]([NH:57][CH2:56][C:55]1[CH:58]=[CH:59][C:52]([F:51])=[CH:53][CH:54]=1)=[O:13]. The yield is 0.470. (8) The reactants are COC[O:4][C:5]1[CH:10]=[C:9]([O:11]COC)[C:8]([C:15]2[CH:20]=[CH:19][CH:18]=[CH:17][CH:16]=2)=[CH:7][C:6]=1[C:21]1[N:22]([C:27]2[C:36]3[C:31](=[CH:32][CH:33]=[CH:34][CH:35]=3)[CH:30]=[CH:29][CH:28]=2)[C:23]([SH:26])=[N:24][N:25]=1.Cl. The catalyst is CO. The product is [SH:26][C:23]1[N:22]([C:27]2[C:36]3[C:31](=[CH:32][CH:33]=[CH:34][CH:35]=3)[CH:30]=[CH:29][CH:28]=2)[C:21]([C:6]2[CH:7]=[C:8]([C:15]3[CH:16]=[CH:17][CH:18]=[CH:19][CH:20]=3)[C:9]([OH:11])=[CH:10][C:5]=2[OH:4])=[N:25][N:24]=1. The yield is 0.770. (9) The reactants are [CH:1]1([C:5]2[C:10]([OH:11])=[C:9]([F:12])[C:8]([C:13]3[N:14]=[C:15]4[CH:21]=[CH:20][NH:19][C:16]4=[N:17][CH:18]=3)=[CH:7][CH:6]=2)[CH2:4][CH2:3][CH2:2]1.[F:22][C:23]([F:33])([F:32])[C:24]1[CH:31]=[CH:30][C:27]([CH2:28]Br)=[CH:26][CH:25]=1.[OH-:34].[K+]. The catalyst is CS(C)=O. The product is [F:22][C:23]([F:33])([F:32])[C:24]([OH:11])=[O:34].[CH:1]1([C:5]2[CH:6]=[CH:7][C:8]([C:13]3[N:14]=[C:15]4[CH:21]=[CH:20][NH:19][C:16]4=[N:17][CH:18]=3)=[C:9]([F:12])[C:10]=2[O:11][CH2:28][C:27]2[CH:26]=[CH:25][C:24]([C:23]([F:22])([F:32])[F:33])=[CH:31][CH:30]=2)[CH2:2][CH2:3][CH2:4]1. The yield is 0.150. (10) The reactants are [CH3:1][C:2]1[O:6][N:5]=[C:4]([C:7]2[CH:12]=[CH:11][CH:10]=[CH:9][CH:8]=2)[C:3]=1[CH2:13][O:14][C:15]1[CH:23]=[CH:22][C:18]([C:19]([OH:21])=O)=[CH:17][N:16]=1.[NH2:24][CH2:25][CH:26]([OH:31])[C:27]([F:30])([F:29])[F:28]. No catalyst specified. The product is [CH3:1][C:2]1[O:6][N:5]=[C:4]([C:7]2[CH:8]=[CH:9][CH:10]=[CH:11][CH:12]=2)[C:3]=1[CH2:13][O:14][C:15]1[CH:23]=[CH:22][C:18]([C:19]([NH:24][CH2:25][CH:26]([OH:31])[C:27]([F:30])([F:29])[F:28])=[O:21])=[CH:17][N:16]=1. The yield is 0.460.